From a dataset of Reaction yield outcomes from USPTO patents with 853,638 reactions. Predict the reaction yield, written as a fraction of the theoretical maximum amount of product (1.0 means a 100% yield; for example, 0.34 means a 34% yield). (1) The reactants are Br[C:2]1[C:10]2[N:9]3[CH2:11][CH2:12][NH:13][C:14](=[O:15])[C:8]3=[C:7]([CH3:16])[C:6]=2[CH:5]=[C:4]([F:17])[CH:3]=1.[CH2:18](B(O)O)[CH:19]([CH3:21])[CH3:20].P([O-])([O-])([O-])=O.[K+].[K+].[K+].O. The catalyst is C1(C)C=CC=CC=1.C1C=CC([P]([Pd]([P](C2C=CC=CC=2)(C2C=CC=CC=2)C2C=CC=CC=2)([P](C2C=CC=CC=2)(C2C=CC=CC=2)C2C=CC=CC=2)[P](C2C=CC=CC=2)(C2C=CC=CC=2)C2C=CC=CC=2)(C2C=CC=CC=2)C2C=CC=CC=2)=CC=1. The product is [F:17][C:4]1[CH:3]=[C:2]([CH2:18][CH:19]([CH3:21])[CH3:20])[C:10]2[N:9]3[CH2:11][CH2:12][NH:13][C:14](=[O:15])[C:8]3=[C:7]([CH3:16])[C:6]=2[CH:5]=1. The yield is 0.480. (2) The reactants are C(N(CC)CC)C.[F:8][C:9]([F:28])([F:27])[S:10](N(C1C=CC=CC=1)[S:10]([C:9]([F:28])([F:27])[F:8])(=[O:12])=[O:11])(=[O:12])=[O:11].[F:29][C:30]1[CH:35]=[CH:34][C:33]([C:36]2[O:37][C:38]3[CH:49]=[C:48]([N+:50]([O-:52])=[O:51])[C:47]([OH:53])=[CH:46][C:39]=3[C:40]=2[C:41]([O:43][CH2:44][CH3:45])=[O:42])=[CH:32][CH:31]=1. The catalyst is C(Cl)Cl. The product is [F:29][C:30]1[CH:31]=[CH:32][C:33]([C:36]2[O:37][C:38]3[CH:49]=[C:48]([N+:50]([O-:52])=[O:51])[C:47]([O:53][S:10]([C:9]([F:28])([F:27])[F:8])(=[O:12])=[O:11])=[CH:46][C:39]=3[C:40]=2[C:41]([O:43][CH2:44][CH3:45])=[O:42])=[CH:34][CH:35]=1. The yield is 1.00. (3) The reactants are [Cl:1][C:2]1[CH:10]=[C:6]([C:7]([OH:9])=O)[C:5]([OH:11])=[CH:4][CH:3]=1.[CH3:12][C:13]([C:16]1[CH:17]=[C:18]([CH:20]=[C:21]([C:23]([CH3:26])([CH3:25])[CH3:24])[CH:22]=1)[NH2:19])([CH3:15])[CH3:14]. No catalyst specified. The product is [CH3:15][C:13]([C:16]1[CH:17]=[C:18]([NH:19][C:7](=[O:9])[C:6]2[CH:10]=[C:2]([Cl:1])[CH:3]=[CH:4][C:5]=2[OH:11])[CH:20]=[C:21]([C:23]([CH3:26])([CH3:25])[CH3:24])[CH:22]=1)([CH3:12])[CH3:14]. The yield is 0.341.